This data is from Forward reaction prediction with 1.9M reactions from USPTO patents (1976-2016). The task is: Predict the product of the given reaction. (1) Given the reactants C(N(CC)CC)C.Cl.[NH2:9][C@H:10]([CH3:19])[C:11]([O:13][C@@H:14]([CH3:18])[CH2:15][O:16][CH3:17])=[O:12].[P:20](Cl)(Cl)([O:22][C:23]1[CH:28]=[CH:27][CH:26]=[CH:25][CH:24]=1)=[O:21].[F:31][C:32]1[C:37]([OH:38])=[C:36]([F:39])[C:35]([F:40])=[C:34]([F:41])[C:33]=1[F:42], predict the reaction product. The product is: [F:31][C:32]1[C:33]([F:42])=[C:34]([F:41])[C:35]([F:40])=[C:36]([F:39])[C:37]=1[O:38][P:20]([NH:9][C@H:10]([CH3:19])[C:11]([O:13][C@@H:14]([CH3:18])[CH2:15][O:16][CH3:17])=[O:12])([O:22][C:23]1[CH:28]=[CH:27][CH:26]=[CH:25][CH:24]=1)=[O:21]. (2) The product is: [C:18]1([O:17][C:15](=[O:16])[NH:1][C:2]2[CH:3]=[N:4][O:5][C:6]=2[CH3:7])[CH:23]=[CH:22][CH:21]=[CH:20][CH:19]=1. Given the reactants [NH2:1][C:2]1[CH:3]=[N:4][O:5][C:6]=1[CH3:7].N1C=CC=CC=1.Cl[C:15]([O:17][C:18]1[CH:23]=[CH:22][CH:21]=[CH:20][CH:19]=1)=[O:16], predict the reaction product. (3) The product is: [Br:1][C:2]1[CH:3]=[CH:4][C:5](=[O:8])[N:6]([CH2:12][CH3:13])[CH:7]=1. Given the reactants [Br:1][C:2]1[CH:3]=[CH:4][C:5]([OH:8])=[N:6][CH:7]=1.[H-].[Na+].I[CH2:12][CH3:13], predict the reaction product. (4) Given the reactants [Br:1][C:2]1[CH:15]=[CH:14][C:13]2[C:12]3[C:7](=[CH:8][C:9]([Br:16])=[CH:10][CH:11]=3)[C:6](=O)[C:5](=O)[C:4]=2[CH:3]=1.C(O)C.[CH2:22]([NH2:25])[CH2:23][NH2:24], predict the reaction product. The product is: [Br:1][C:2]1[CH:3]=[C:4]2[C:13](=[CH:14][CH:15]=1)[C:12]1[C:7](=[CH:8][C:9]([Br:16])=[CH:10][CH:11]=1)[C:6]1[N:25]=[CH:22][CH:23]=[N:24][C:5]2=1. (5) Given the reactants [F:1][C:2]([F:9])([F:8])[C:3]1[N:4]=[N:5][NH:6][N:7]=1.C(=O)([O-])[O-].[K+].[K+].Br[CH2:17][C:18]([C:20]1[CH:21]=[C:22]([C:32]([O:34][CH3:35])=[O:33])[N:23]([C:25]2[C:30]([Cl:31])=[CH:29][CH:28]=[CH:27][N:26]=2)[CH:24]=1)=[O:19], predict the reaction product. The product is: [Cl:31][C:30]1[C:25]([N:23]2[CH:24]=[C:20]([C:18](=[O:19])[CH2:17][N:5]3[N:6]=[N:7][C:3]([C:2]([F:9])([F:8])[F:1])=[N:4]3)[CH:21]=[C:22]2[C:32]([O:34][CH3:35])=[O:33])=[N:26][CH:27]=[CH:28][CH:29]=1. (6) Given the reactants [C:1]([O:5][C:6]([NH:8][C:9]1[CH:17]=[CH:16][CH:15]=[C:14]2[C:10]=1[CH:11]=[CH:12][N:13]2[CH:18]([C:23]1[CH:28]=[CH:27][C:26]([Cl:29])=[CH:25][CH:24]=1)[C:19]([O:21][CH3:22])=[O:20])=[O:7])([CH3:4])([CH3:3])[CH3:2].[H-].[Na+].I[CH2:33][CH3:34], predict the reaction product. The product is: [C:1]([O:5][C:6]([NH:8][C:9]1[CH:17]=[CH:16][CH:15]=[C:14]2[C:10]=1[CH:11]=[CH:12][N:13]2[C:18]([C:23]1[CH:28]=[CH:27][C:26]([Cl:29])=[CH:25][CH:24]=1)([CH2:33][CH3:34])[C:19]([O:21][CH3:22])=[O:20])=[O:7])([CH3:4])([CH3:2])[CH3:3]. (7) The product is: [CH3:18][C:16]1[N:15]([CH2:19][C:20]2[CH:21]=[CH:22][C:23]([CH3:26])=[CH:24][CH:25]=2)[N:14]=[C:13]([C:11]2[O:12][CH2:2][CH:3]([C:4]3[CH:9]=[CH:8][CH:7]=[CH:6][CH:5]=3)[N:10]=2)[CH:17]=1. Given the reactants O[CH2:2][C@H:3]([NH:10][C:11]([C:13]1[CH:17]=[C:16]([CH3:18])[N:15]([CH2:19][C:20]2[CH:25]=[CH:24][C:23]([CH3:26])=[CH:22][CH:21]=2)[N:14]=1)=[O:12])[C:4]1[CH:9]=[CH:8][CH:7]=[CH:6][CH:5]=1.[OH-].C(NS([N+](CC)(CC)CC)(=O)=O)(OC)=O, predict the reaction product. (8) Given the reactants Br[C:2]1[CH:3]=[C:4]([NH:8][S:9]([C:12]2[CH:17]=[CH:16][C:15]([F:18])=[CH:14][CH:13]=2)(=[O:11])=[O:10])[CH:5]=[N:6][CH:7]=1.B1(B2OC(C)(C)C(C)(C)O2)OC(C)(C)C(C)(C)O1.C([O-])(=O)C.[K+].Cl[C:43]1[CH:44]=[CH:45][C:46]2[N:47]([CH:49]=[C:50]([NH:52][C:53](=[O:55])[CH3:54])[N:51]=2)[N:48]=1.C([O-])([O-])=O.[Na+].[Na+], predict the reaction product. The product is: [F:18][C:15]1[CH:16]=[CH:17][C:12]([S:9]([NH:8][C:4]2[CH:3]=[C:2]([C:43]3[CH:44]=[CH:45][C:46]4[N:47]([CH:49]=[C:50]([NH:52][C:53](=[O:55])[CH3:54])[N:51]=4)[N:48]=3)[CH:7]=[N:6][CH:5]=2)(=[O:11])=[O:10])=[CH:13][CH:14]=1. (9) Given the reactants [CH2:1]([C:8]1[S:12][C:11]([N:13]2[CH2:18][CH2:17][NH:16][CH2:15][CH2:14]2)=[N:10][C:9]=1[C:19]1[CH:24]=[CH:23][C:22]([O:25][CH3:26])=[CH:21][CH:20]=1)[C:2]1[CH:7]=[CH:6][CH:5]=[CH:4][CH:3]=1.[ClH:27], predict the reaction product. The product is: [ClH:27].[ClH:27].[ClH:27].[CH2:1]([C:8]1[S:12][C:11]([N:13]2[CH2:14][CH2:15][NH:16][CH2:17][CH2:18]2)=[N:10][C:9]=1[C:19]1[CH:20]=[CH:21][C:22]([O:25][CH3:26])=[CH:23][CH:24]=1)[C:2]1[CH:7]=[CH:6][CH:5]=[CH:4][CH:3]=1. (10) The product is: [CH2:36]([C:9]1[N:8]([CH2:7][CH2:6][S:46][C:40]2[CH:45]=[CH:44][CH:43]=[CH:42][CH:41]=2)[C:20]2[C:19]3[CH2:18][CH2:17][CH2:16][CH2:15][C:14]=3[N:13]=[C:12]([N:21]([C:22]([O:24][C:25]([CH3:26])([CH3:28])[CH3:27])=[O:23])[C:29]([O:31][C:32]([CH3:35])([CH3:33])[CH3:34])=[O:30])[C:11]=2[N:10]=1)[CH2:37][CH2:38][CH3:39]. Given the reactants CS(O[CH2:6][CH2:7][N:8]1[C:20]2[C:19]3[CH2:18][CH2:17][CH2:16][CH2:15][C:14]=3[N:13]=[C:12]([N:21]([C:29]([O:31][C:32]([CH3:35])([CH3:34])[CH3:33])=[O:30])[C:22]([O:24][C:25]([CH3:28])([CH3:27])[CH3:26])=[O:23])[C:11]=2[N:10]=[C:9]1[CH2:36][CH2:37][CH2:38][CH3:39])(=O)=O.[C:40]1([SH:46])[CH:45]=[CH:44][CH:43]=[CH:42][CH:41]=1.C(N(CC)CC)C, predict the reaction product.